This data is from Full USPTO retrosynthesis dataset with 1.9M reactions from patents (1976-2016). The task is: Predict the reactants needed to synthesize the given product. (1) Given the product [CH2:29]([O:28][CH:5]([CH2:6][C:7]1[CH:12]=[CH:11][C:10]([O:13][CH2:14][C:15]2[S:19][C:18]([C:20]3[CH:21]=[CH:22][CH:23]=[CH:24][CH:25]=3)=[N:17][C:16]=2[CH3:26])=[CH:9][C:8]=1[CH3:27])[C:4]([OH:31])=[O:3])[CH3:30], predict the reactants needed to synthesize it. The reactants are: C([O:3][C:4](=[O:31])[CH:5]([O:28][CH2:29][CH3:30])[CH2:6][C:7]1[CH:12]=[CH:11][C:10]([O:13][CH2:14][C:15]2[S:19][C:18]([C:20]3[CH:25]=[CH:24][CH:23]=[CH:22][CH:21]=3)=[N:17][C:16]=2[CH3:26])=[CH:9][C:8]=1[CH3:27])C.[Li+].[OH-]. (2) Given the product [F:17][C:18]1[CH:34]=[CH:33][C:21]([CH2:22][O:23][C:24]2[CH:29]=[CH:28][C:27]([NH2:30])=[CH:26][CH:25]=2)=[CH:20][CH:19]=1, predict the reactants needed to synthesize it. The reactants are: FC1C=C(C=CC=1)COC1C=CC(N)=CC=1.[F:17][C:18]1[CH:34]=[CH:33][C:21]([CH2:22][O:23][C:24]2[CH:29]=[CH:28][C:27]([N+:30]([O-])=O)=[CH:26][CH:25]=2)=[CH:20][CH:19]=1. (3) Given the product [C:1]([NH:9][C:10]1[S:11][CH2:18][CH:17]2[CH2:16][N:15]([C:20]([O:22][CH2:23][C:24]3[CH:29]=[CH:28][CH:27]=[CH:26][CH:25]=3)=[O:21])[CH2:14][C:13]2([C:30]2[S:31][CH:32]=[CH:33][CH:34]=2)[N:12]=1)(=[O:8])[C:2]1[CH:3]=[CH:4][CH:5]=[CH:6][CH:7]=1, predict the reactants needed to synthesize it. The reactants are: [C:1]([NH:9][C:10]([NH:12][C:13]1([C:30]2[S:31][CH:32]=[CH:33][CH:34]=2)[CH:17]([CH2:18]O)[CH2:16][N:15]([C:20]([O:22][CH2:23][C:24]2[CH:29]=[CH:28][CH:27]=[CH:26][CH:25]=2)=[O:21])[CH2:14]1)=[S:11])(=[O:8])[C:2]1[CH:7]=[CH:6][CH:5]=[CH:4][CH:3]=1.ClC(N(C)C)=C(C)C. (4) Given the product [Cl:39][CH2:2][C:3]1[C:11]2[C:6](=[N:7][CH:8]=[CH:9][CH:10]=2)[N:5]([C:12]([O:14][C:15]([CH3:18])([CH3:17])[CH3:16])=[O:13])[CH:4]=1, predict the reactants needed to synthesize it. The reactants are: O[CH2:2][C:3]1[C:11]2[C:6](=[N:7][CH:8]=[CH:9][CH:10]=2)[N:5]([C:12]([O:14][C:15]([CH3:18])([CH3:17])[CH3:16])=[O:13])[CH:4]=1.C1(P(C2C=CC=CC=2)C2C=CC=CC=2)C=CC=CC=1.C(Cl)(Cl)(Cl)[Cl:39]. (5) Given the product [CH2:22]([O:1][C:2]1[C:11]([N+:12]([O-:14])=[O:13])=[CH:10][C:5]([C:6]([O:8][CH3:9])=[O:7])=[C:4]([CH3:15])[CH:3]=1)[C:23]1[CH:28]=[CH:27][CH:26]=[CH:25][CH:24]=1, predict the reactants needed to synthesize it. The reactants are: [OH:1][C:2]1[C:11]([N+:12]([O-:14])=[O:13])=[CH:10][C:5]([C:6]([O:8][CH3:9])=[O:7])=[C:4]([CH3:15])[CH:3]=1.C(=O)([O-])[O-].[K+].[K+].[CH2:22](Br)[C:23]1[CH:28]=[CH:27][CH:26]=[CH:25][CH:24]=1.O.